The task is: Predict which catalyst facilitates the given reaction.. This data is from Catalyst prediction with 721,799 reactions and 888 catalyst types from USPTO. (1) Reactant: [Br:1][C:2]1[CH:3]=[CH:4][C:5]([N:8]2[CH2:13][CH2:12][S:11](=[O:15])(=[O:14])[CH2:10][CH2:9]2)=[N:6][CH:7]=1.[B-](F)(F)(F)[F:17].[B-](F)(F)(F)F.C1[N+]2(CCl)CC[N+](F)(CC2)C1. Product: [Br:1][C:2]1[CH:3]=[C:4]([F:17])[C:5]([N:8]2[CH2:13][CH2:12][S:11](=[O:14])(=[O:15])[CH2:10][CH2:9]2)=[N:6][CH:7]=1. The catalyst class is: 18. (2) Reactant: [C:1]1([C:7]2[C:15]3[CH2:14][CH2:13][N:12](C(OC(C)(C)C)=O)[CH2:11][C:10]=3[N:9](COCC[Si](C)(C)C)[N:8]=2)[CH:6]=[CH:5][CH:4]=[CH:3][CH:2]=1.C(O)(C(F)(F)F)=O. Product: [C:1]1([C:7]2[C:15]3[CH2:14][CH2:13][NH:12][CH2:11][C:10]=3[NH:9][N:8]=2)[CH:2]=[CH:3][CH:4]=[CH:5][CH:6]=1. The catalyst class is: 2. (3) Reactant: [C:1]([O:5][C:6]([N:8]1[CH2:13][CH2:12][CH:11]([CH2:14][CH2:15][CH:16]=O)[CH2:10][CH2:9]1)=[O:7])([CH3:4])([CH3:3])[CH3:2].[F:18][C:19]1[CH:20]=[C:21]([NH2:27])[CH:22]=[CH:23][C:24]=1[S:25][CH3:26].C(O[BH-](OC(=O)C)OC(=O)C)(=O)C.[Na+]. Product: [C:1]([O:5][C:6]([N:8]1[CH2:13][CH2:12][CH:11]([CH2:14][CH2:15][CH2:16][NH:27][C:21]2[CH:22]=[CH:23][C:24]([S:25][CH3:26])=[C:19]([F:18])[CH:20]=2)[CH2:10][CH2:9]1)=[O:7])([CH3:4])([CH3:3])[CH3:2]. The catalyst class is: 2. (4) Reactant: Cl[C:2]1[C:7]([I:8])=[C:6]([C:9]([F:12])([F:11])[F:10])[N:5]=[C:4]([S:13][CH:14]([CH3:16])[CH3:15])[N:3]=1.[F:17][C:18]([F:30])([F:29])[C:19]1[C:23]([C:24]([O:26][CH2:27][CH3:28])=[O:25])=[CH:22][NH:21][N:20]=1.N12CCCN=C1CCCCC2.O. Product: [I:8][C:7]1[C:2]([N:21]2[CH:22]=[C:23]([C:24]([O:26][CH2:27][CH3:28])=[O:25])[C:19]([C:18]([F:17])([F:29])[F:30])=[N:20]2)=[N:3][C:4]([S:13][CH:14]([CH3:16])[CH3:15])=[N:5][C:6]=1[C:9]([F:12])([F:11])[F:10]. The catalyst class is: 16.